This data is from Catalyst prediction with 721,799 reactions and 888 catalyst types from USPTO. The task is: Predict which catalyst facilitates the given reaction. (1) Reactant: [CH3:1][N:2]1[CH2:7][CH2:6][CH2:5][CH2:4][C@@H:3]1[CH2:8][NH:9][C:10]1[CH:15]=[CH:14][C:13]([NH:16][C:17](=[O:20])[O:18][CH3:19])=[CH:12][C:11]=1[N+:21]([O-])=O. Product: [CH3:19][O:18][C:17](=[O:20])[NH:16][C:13]1[CH:14]=[CH:15][C:10]([NH:9][CH2:8][C@H:3]2[CH2:4][CH2:5][CH2:6][CH2:7][N:2]2[CH3:1])=[C:11]([NH2:21])[CH:12]=1. The catalyst class is: 99. (2) Reactant: [O:1]1[CH2:6][CH:5]=[C:4]([C:7]2[CH:12]=[CH:11][N:10]3[N:13]=[CH:14][C:15]([C:16]([NH:18][C@@H:19]([C:24]4[CH:29]=[CH:28][C:27]([O:30][C:31]([F:34])([F:33])[F:32])=[CH:26][CH:25]=4)[C:20]([OH:23])([CH3:22])[CH3:21])=[O:17])=[C:9]3[N:8]=2)[CH2:3][CH2:2]1.CO. Product: [OH:23][C:20]([CH3:22])([CH3:21])[C@@H:19]([NH:18][C:16]([C:15]1[CH:14]=[N:13][N:10]2[CH:11]=[CH:12][C:7]([CH:4]3[CH2:3][CH2:2][O:1][CH2:6][CH2:5]3)=[N:8][C:9]=12)=[O:17])[C:24]1[CH:25]=[CH:26][C:27]([O:30][C:31]([F:34])([F:33])[F:32])=[CH:28][CH:29]=1. The catalyst class is: 7. (3) Reactant: [F:1][C:2]1[CH:3]=[C:4]2[C:8](=[CH:9][CH:10]=1)[N:7]([CH2:11][C:12]1[CH:17]=[CH:16][CH:15]=[C:14]([F:18])[CH:13]=1)[C:6]([C:19]([NH2:21])=[O:20])=[CH:5]2.Br[C:23]1[CH:24]=[CH:25][C:26]2[N:27]([CH:29]=[C:30]([C:32]([O:34][CH2:35][CH3:36])=[O:33])[N:31]=2)[N:28]=1.C(=O)([O-])[O-].[K+].[K+].[C@@H]1(N)CCCC[C@H]1N. Product: [CH2:35]([O:34][C:32]([C:30]1[N:31]=[C:26]2[CH:25]=[CH:24][C:23]([NH:21][C:19]([C:6]3[N:7]([CH2:11][C:12]4[CH:17]=[CH:16][CH:15]=[C:14]([F:18])[CH:13]=4)[C:8]4[C:4]([CH:5]=3)=[CH:3][C:2]([F:1])=[CH:10][CH:9]=4)=[O:20])=[N:28][N:27]2[CH:29]=1)=[O:33])[CH3:36]. The catalyst class is: 830. (4) Reactant: [C:1]([O:5][C:6]([N:8]([CH2:21][C:22]1[CH:27]=[CH:26][C:25]([O:28][CH3:29])=[CH:24][CH:23]=1)[C:9]1[CH:14]=[C:13]([CH2:15][C:16](OCC)=[O:17])[CH:12]=[CH:11][N:10]=1)=[O:7])([CH3:4])([CH3:3])[CH3:2].COC1C=CC(CNC2N=CC=C(C)C=2C(OC(C)(C)C)=O)=CC=1.[Li+].[BH4-]. Product: [C:1]([O:5][C:6](=[O:7])[N:8]([C:9]1[CH:14]=[C:13]([CH2:15][CH2:16][OH:17])[CH:12]=[CH:11][N:10]=1)[CH2:21][C:22]1[CH:23]=[CH:24][C:25]([O:28][CH3:29])=[CH:26][CH:27]=1)([CH3:2])([CH3:4])[CH3:3]. The catalyst class is: 1. (5) Reactant: O[CH2:2][C:3]1[S:7][C:6]([C:8]2[S:9][C:10]([CH3:13])=[CH:11][CH:12]=2)=[N:5][C:4]=1[CH3:14].S(Cl)([Cl:17])=O. Product: [ClH:17].[Cl:17][CH2:2][C:3]1[S:7][C:6]([C:8]2[S:9][C:10]([CH3:13])=[CH:11][CH:12]=2)=[N:5][C:4]=1[CH3:14]. The catalyst class is: 22. (6) Reactant: C([O:3][C:4](=[O:35])[CH:5]=[CH:6][C:7]1[CH:12]=[CH:11][CH:10]=[C:9]([C:13]2[C:14]([N:29]3[CH2:34][CH2:33][O:32][CH2:31][CH2:30]3)=[N:15][C:16]([NH:19][C:20]3[CH:25]=[CH:24][C:23]([F:26])=[C:22]([C:27]#[N:28])[CH:21]=3)=[N:17][CH:18]=2)[CH:8]=1)C.[OH-].[Na+].Cl. Product: [C:27]([C:22]1[CH:21]=[C:20]([NH:19][C:16]2[N:15]=[C:14]([N:29]3[CH2:34][CH2:33][O:32][CH2:31][CH2:30]3)[C:13]([C:9]3[CH:8]=[C:7](/[CH:6]=[CH:5]/[C:4]([OH:35])=[O:3])[CH:12]=[CH:11][CH:10]=3)=[CH:18][N:17]=2)[CH:25]=[CH:24][C:23]=1[F:26])#[N:28]. The catalyst class is: 20. (7) Reactant: [CH:1]([O:4][C:5]([C:7]1[CH:12]=[CH:11][CH:10]=[CH:9][C:8]=1B(O)O)=[O:6])([CH3:3])[CH3:2].Cl[C:17]1[CH:22]=[CH:21][C:20]([C:23]([F:26])([F:25])[F:24])=[CH:19][N:18]=1. Product: [CH:1]([O:4][C:5](=[O:6])[C:7]1[CH:12]=[CH:11][CH:10]=[CH:9][C:8]=1[C:17]1[CH:22]=[CH:21][C:20]([C:23]([F:26])([F:25])[F:24])=[CH:19][N:18]=1)([CH3:3])[CH3:2]. The catalyst class is: 109.